Dataset: Full USPTO retrosynthesis dataset with 1.9M reactions from patents (1976-2016). Task: Predict the reactants needed to synthesize the given product. (1) Given the product [CH3:1][S:2][C:3]1[CH:4]=[C:5]2[CH2:6][CH2:7][NH:8][C:9]2=[N:12][CH:11]=1, predict the reactants needed to synthesize it. The reactants are: [CH3:1][S:2][C:3]1[CH:4]=[C:5]2[C:9](=C[CH:11]=1)[NH:8][CH2:7][CH2:6]2.[NH:12]1C2=NC=CC=C2CC1. (2) Given the product [C:1]([O:5][C:6]([N:8]1[CH2:9][CH2:10][N:11]([CH2:14][C:15]2[CH:20]=[C:19]([NH2:21])[C:18]([C:22](=[O:24])[NH:34][CH2:33][C:32]3[CH:35]=[C:36]([Cl:38])[CH:37]=[C:30]([Cl:29])[C:31]=3[S:39]([CH2:42][CH3:43])(=[O:41])=[O:40])=[CH:17][C:16]=2[C:25]([F:28])([F:26])[F:27])[CH2:12][CH2:13]1)=[O:7])([CH3:2])([CH3:4])[CH3:3], predict the reactants needed to synthesize it. The reactants are: [C:1]([O:5][C:6]([N:8]1[CH2:13][CH2:12][N:11]([CH2:14][C:15]2[CH:20]=[C:19]([NH2:21])[C:18]([C:22]([OH:24])=O)=[CH:17][C:16]=2[C:25]([F:28])([F:27])[F:26])[CH2:10][CH2:9]1)=[O:7])([CH3:4])([CH3:3])[CH3:2].[Cl:29][C:30]1[C:31]([S:39]([CH2:42][CH3:43])(=[O:41])=[O:40])=[C:32]([CH:35]=[C:36]([Cl:38])[CH:37]=1)[CH2:33][NH2:34].Cl.ClC1C=CC(S(CC)(=O)=O)=C(C=1)CN.C1C=CC2N(O)N=NC=2C=1. (3) Given the product [OH:1][C:2]1[CH:3]=[CH:4][C:5]([CH2:8][CH2:9][CH2:10][O:11][Si:21]([C:17]([CH3:20])([CH3:19])[CH3:18])([C:28]2[CH:29]=[CH:30][CH:31]=[CH:32][CH:33]=2)[C:22]2[CH:27]=[CH:26][CH:25]=[CH:24][CH:23]=2)=[CH:6][CH:7]=1, predict the reactants needed to synthesize it. The reactants are: [OH:1][C:2]1[CH:7]=[CH:6][C:5]([CH2:8][CH2:9][CH2:10][OH:11])=[CH:4][CH:3]=1.N1C=CN=C1.[C:17]([Si:21](Cl)([C:28]1[CH:33]=[CH:32][CH:31]=[CH:30][CH:29]=1)[C:22]1[CH:27]=[CH:26][CH:25]=[CH:24][CH:23]=1)([CH3:20])([CH3:19])[CH3:18]. (4) Given the product [O:20]1[C:19]2[CH:23]=[CH:24][C:16]([N:5]3[C:6]([C:7]([O:9][C:10]([CH3:15])([CH3:14])[CH2:11][O:12][CH3:13])=[O:8])=[C:2]([NH:1][C:44]([CH:35]4[O:34][C:39]5[CH:40]=[CH:41][CH:42]=[CH:43][C:38]=5[O:37][CH2:36]4)=[O:45])[N:3]=[C:4]3[O:25][CH3:26])=[CH:17][C:18]=2[O:22][CH2:21]1, predict the reactants needed to synthesize it. The reactants are: [NH2:1][C:2]1[N:3]=[C:4]([O:25][CH3:26])[N:5]([C:16]2[CH:24]=[CH:23][C:19]3[O:20][CH2:21][O:22][C:18]=3[CH:17]=2)[C:6]=1[C:7]([O:9][C:10]([CH3:15])([CH3:14])[CH2:11][O:12][CH3:13])=[O:8].C(N(CC)CC)C.[O:34]1[C:39]2[CH:40]=[CH:41][CH:42]=[CH:43][C:38]=2[O:37][CH2:36][CH:35]1[C:44](Cl)=[O:45].C(=O)(O)[O-].[Na+]. (5) Given the product [CH3:1][O:2][C:3]([CH:5]1[CH:18]([C:36]2[CH:35]=[CH:44][C:43]([O:42][CH3:39])=[CH:38][CH:37]=2)[CH:19]2[CH:24]([CH2:23][CH2:22][CH2:21][CH2:20]2)[C:11]2[C:6]1=[CH:7][CH:8]=[C:9]([O:30][CH3:29])[CH:10]=2)=[O:4], predict the reactants needed to synthesize it. The reactants are: [CH3:1][O:2][C:3]([CH:5]1[CH:18]([C:19]2[CH:24]=[CH:23][C:22](OC)=[CH:21][CH:20]=2)C2C(CCCC2OC)[C:11]2[C:6]1=[CH:7][CH:8]=[CH:9][CH:10]=2)=[O:4].[CH3:29][O-:30].[Na+].CO.O1[CH2:38][CH2:37][CH2:36][CH2:35]1.[C:39]([O:42][CH2:43][CH3:44])(=O)C.